This data is from Forward reaction prediction with 1.9M reactions from USPTO patents (1976-2016). The task is: Predict the product of the given reaction. (1) Given the reactants [NH2:1][C:2]1[CH:11]=[CH:10][CH:9]=[C:8]2[C:3]=1[C:4](=[O:21])[N:5]([CH:13]1[CH2:18][CH2:17][C:16](=[O:19])[NH:15][C:14]1=[O:20])[C:6]([CH3:12])=[N:7]2.[CH:22]1([C:25](Cl)=O)C[CH2:23]1.[O:28]1CC[CH2:30][CH2:29]1, predict the reaction product. The product is: [CH:22]1([CH2:30][C:29]([NH:1][C:2]2[CH:11]=[CH:10][CH:9]=[C:8]3[C:3]=2[C:4](=[O:21])[N:5]([CH:13]2[CH2:18][CH2:17][C:16](=[O:19])[NH:15][C:14]2=[O:20])[C:6]([CH3:12])=[N:7]3)=[O:28])[CH2:25][CH2:23]1. (2) Given the reactants [CH3:1][O:2][C:3]1[CH:8]=[CH:7][CH:6]=[C:5]([O:9][CH3:10])[C:4]=1[C:11]1[N:16]=[C:15](S(C)(=O)=O)[N:14]=[C:13]([C:21]([NH2:23])=[O:22])[CH:12]=1.[CH2:24]([NH:26][CH2:27][CH3:28])[CH3:25].CN1CCOCC1, predict the reaction product. The product is: [CH2:24]([N:26]([CH2:27][CH3:28])[C:15]1[N:14]=[C:13]([C:21]([NH2:23])=[O:22])[CH:12]=[C:11]([C:4]2[C:3]([O:2][CH3:1])=[CH:8][CH:7]=[CH:6][C:5]=2[O:9][CH3:10])[N:16]=1)[CH3:25]. (3) Given the reactants [CH2:1]([O:3][C:4](=[O:21])/[CH:5]=[CH:6]/[C:7]1[CH:12]=[CH:11][C:10]([C:13]2[O:17][C:16]([CH:18]3[CH2:20][CH2:19]3)=[N:15][CH:14]=2)=[CH:9][CH:8]=1)[CH3:2].[Br-].[CH2:23]([S+]1CCCC1)[C:24]1[CH:29]=[CH:28][CH:27]=[CH:26][CH:25]=1, predict the reaction product. The product is: [CH2:1]([O:3][C:4]([C@@H:5]1[C@H:23]([C:24]2[CH:29]=[CH:28][CH:27]=[CH:26][CH:25]=2)[C@H:6]1[C:7]1[CH:8]=[CH:9][C:10]([C:13]2[O:17][C:16]([CH:18]3[CH2:19][CH2:20]3)=[N:15][CH:14]=2)=[CH:11][CH:12]=1)=[O:21])[CH3:2]. (4) Given the reactants [F:1][CH:2]([F:15])[C@@H:3]1[C@@H:12]([OH:13])[C@H:11]([OH:14])[C@H:6]2[NH:7]C(=O)[O:9][C@H:5]2[CH2:4]1.[Li+].[OH-], predict the reaction product. The product is: [NH2:7][C@H:6]1[C@@H:5]([OH:9])[CH2:4][C@H:3]([CH:2]([F:1])[F:15])[C@@H:12]([OH:13])[C@@H:11]1[OH:14]. (5) The product is: [C:1]1([S:7]([N:10]2[CH2:12][CH:11]([C:13]([N:15]3[CH2:16][CH2:17][N:18]([C:21]4[CH:26]=[C:25]([CH3:27])[CH:24]=[CH:23][C:22]=4[CH3:28])[CH2:19][CH2:20]3)=[O:14])[N:38]([C:34]3[CH:35]=[CH:36][CH:37]=[C:32]([Cl:31])[CH:33]=3)[C:39]2=[O:40])(=[O:9])=[O:8])[CH:6]=[CH:5][CH:4]=[CH:3][CH:2]=1. Given the reactants [C:1]1([S:7]([N:10]2[CH2:12][CH:11]2[C:13]([N:15]2[CH2:20][CH2:19][N:18]([C:21]3[CH:26]=[C:25]([CH3:27])[CH:24]=[CH:23][C:22]=3[CH3:28])[CH2:17][CH2:16]2)=[O:14])(=[O:9])=[O:8])[CH:6]=[CH:5][CH:4]=[CH:3][CH:2]=1.[I-].[Na+].[Cl:31][C:32]1[CH:33]=[C:34]([N:38]=[C:39]=[O:40])[CH:35]=[CH:36][CH:37]=1, predict the reaction product. (6) Given the reactants Cl.[NH2:2][CH:3]([C:5]1[N:6]=[C:7]2[S:22][CH:21]=[C:20]([CH3:23])[N:8]2[C:9](=[O:19])[C:10]=1[C:11]1[CH:16]=[C:15]([F:17])[CH:14]=[C:13]([F:18])[CH:12]=1)[CH3:4].Cl[C:25]1[N:30]=[CH:29][NH:28][C:27]2=[N:31][CH:32]=[CH:33][C:26]=12.C(N(CC)C(C)C)(C)C, predict the reaction product. The product is: [F:18][C:13]1[CH:12]=[C:11]([C:10]2[C:9](=[O:19])[N:8]3[C:20]([CH3:23])=[CH:21][S:22][C:7]3=[N:6][C:5]=2[CH:3]([NH:2][C:25]2[C:26]3[CH:33]=[CH:32][NH:31][C:27]=3[N:28]=[CH:29][N:30]=2)[CH3:4])[CH:16]=[C:15]([F:17])[CH:14]=1.